Dataset: Catalyst prediction with 721,799 reactions and 888 catalyst types from USPTO. Task: Predict which catalyst facilitates the given reaction. (1) Reactant: Cl[C:2]1C=CC=C(C(OO)=O)[CH:3]=1.C(S[C:15]1[CH:34]=[C:33]([C:35]([F:38])([F:37])[F:36])[CH:32]=[CH:31][C:16]=1[C:17]([N:19]([CH3:30])[C:20]1[CH:25]=[CH:24][C:23]([C:26]([F:29])([F:28])[F:27])=[CH:22][N:21]=1)=[O:18])C.C(=O)(O)[O-].[Na+].[S:44]([O-:48])([O-])(=[O:46])=S.[Na+].[Na+]. Product: [CH2:2]([S:44]([C:15]1[CH:34]=[C:33]([C:35]([F:38])([F:36])[F:37])[CH:32]=[CH:31][C:16]=1[C:17]([N:19]([CH3:30])[C:20]1[CH:25]=[CH:24][C:23]([C:26]([F:29])([F:28])[F:27])=[CH:22][N:21]=1)=[O:18])(=[O:48])=[O:46])[CH3:3]. The catalyst class is: 22. (2) Reactant: [Cl:1]N1C(=O)CCC1=O.[OH:9][C:10]1[CH:11]=[N:12][CH:13]=[C:14]([CH:19]=1)[C:15]([O:17][CH3:18])=[O:16]. Product: [Cl:1][C:11]1[C:10]([OH:9])=[CH:19][C:14]([C:15]([O:17][CH3:18])=[O:16])=[CH:13][N:12]=1. The catalyst class is: 9. (3) Reactant: [CH2:1]([O:8][C:9]([NH:11][CH2:12][CH2:13][CH2:14][C@@H:15]([C:29]([O:31]C)=[O:30])[NH:16][C:17]([C:19]1[N:20]([CH3:28])[C:21]2[C:26]([CH:27]=1)=[CH:25][CH:24]=[CH:23][CH:22]=2)=[O:18])=[O:10])[C:2]1[CH:7]=[CH:6][CH:5]=[CH:4][CH:3]=1.C1COCC1.[OH-].[Na+].Cl. Product: [CH2:1]([O:8][C:9]([NH:11][CH2:12][CH2:13][CH2:14][C@@H:15]([C:29]([OH:31])=[O:30])[NH:16][C:17]([C:19]1[N:20]([CH3:28])[C:21]2[C:26]([CH:27]=1)=[CH:25][CH:24]=[CH:23][CH:22]=2)=[O:18])=[O:10])[C:2]1[CH:7]=[CH:6][CH:5]=[CH:4][CH:3]=1. The catalyst class is: 5. (4) Reactant: [OH:1][C:2]1[CH:3]=[C:4]2[C:9](=[CH:10][CH:11]=1)[NH:8][C:7](=[O:12])[CH2:6][CH2:5]2.C(=O)([O-])[O-].[Cs+].[Cs+].Cl[CH2:20][CH2:21][CH2:22][N:23]1[CH2:27][CH2:26][CH2:25][C@H:24]1[CH3:28]. Product: [CH3:28][C@@H:24]1[CH2:25][CH2:26][CH2:27][N:23]1[CH2:22][CH2:21][CH2:20][O:1][C:2]1[CH:3]=[C:4]2[C:9](=[CH:10][CH:11]=1)[NH:8][C:7](=[O:12])[CH2:6][CH2:5]2. The catalyst class is: 47. (5) Reactant: [C:1]([NH:4][C@H:5]1[C@@H:10]([N:11]2[CH2:15][CH2:14][C@H:13]([NH:16]C(OCC3C=CC=CC=3)=O)[C:12]2=[O:27])[CH2:9][CH2:8][C@@H:7]([NH:28][C:29](=[O:35])[O:30][C:31]([CH3:34])([CH3:33])[CH3:32])[CH2:6]1)(=[O:3])[CH3:2]. Product: [C:1]([NH:4][C@H:5]1[C@@H:10]([N:11]2[CH2:15][CH2:14][C@H:13]([NH2:16])[C:12]2=[O:27])[CH2:9][CH2:8][C@@H:7]([NH:28][C:29](=[O:35])[O:30][C:31]([CH3:34])([CH3:33])[CH3:32])[CH2:6]1)(=[O:3])[CH3:2]. The catalyst class is: 19. (6) Reactant: [OH:1][C:2]1[CH:9]=[CH:8][C:5]([CH:6]=[CH2:7])=[CH:4][CH:3]=1.[CH2:10]=[CH:11][C:12]1[CH:17]=[CH:16][CH:15]=[CH:14][CH:13]=1.[C:18]([O:22][C:23]12[CH2:32][CH:27]3[CH2:28][CH:29]([CH2:31][CH:25]([CH2:26]3)[CH2:24]1)[CH2:30]2)(=[O:21])[CH:19]=[CH2:20].N(C(C)(CC)C([O-])=O)=NC(C)(CC)C([O-])=O.N(C(C)(C)C(OC)=O)=NC(C)(C)C(OC)=O. Product: [OH:1][C:2]1[CH:9]=[CH:8][C:5]([CH:6]=[CH2:7])=[CH:4][CH:3]=1.[CH2:10]=[CH:11][C:12]1[CH:17]=[CH:16][CH:15]=[CH:14][CH:13]=1.[C:18]([O:22][C:23]12[CH2:32][CH:27]3[CH2:28][CH:29]([CH2:31][CH:25]([CH2:26]3)[CH2:24]1)[CH2:30]2)(=[O:21])[CH:19]=[CH2:20]. The catalyst class is: 657. (7) Reactant: [CH:1]1([C:4]([C:6]2[CH:37]=[CH:36][C:9]3[N:10]([CH2:14][CH2:15][O:16][C:17]4[CH:22]=[CH:21][C:20]([CH2:23][CH:24]([O:30][CH2:31][C:32]([F:35])([F:34])[F:33])[C:25]([O:27][CH2:28][CH3:29])=[O:26])=[CH:19][CH:18]=4)[C:11](=[O:13])[S:12][C:8]=3[CH:7]=2)=O)[CH2:3][CH2:2]1.Cl.[NH2:39][OH:40].N1C=CC=CC=1. Product: [CH:1]1([C:4](=[N:39][OH:40])[C:6]2[CH:37]=[CH:36][C:9]3[N:10]([CH2:14][CH2:15][O:16][C:17]4[CH:22]=[CH:21][C:20]([CH2:23][CH:24]([O:30][CH2:31][C:32]([F:35])([F:34])[F:33])[C:25]([O:27][CH2:28][CH3:29])=[O:26])=[CH:19][CH:18]=4)[C:11](=[O:13])[S:12][C:8]=3[CH:7]=2)[CH2:3][CH2:2]1. The catalyst class is: 5. (8) Reactant: [CH:1]([N-]C(C)C)([CH3:3])[CH3:2].[Li+].C([O:12][C:13](=[O:24])[CH2:14][O:15][C:16]1[CH:21]=[CH:20][C:19]([Cl:22])=[C:18]([Cl:23])[CH:17]=1)C=C.Cl[Si](C)(C)C.[OH-].[Na+].ClC1C=C(C=CC=1Cl)OCC(O)=O. Product: [Cl:23][C:18]1[CH:17]=[C:16]([CH:21]=[CH:20][C:19]=1[Cl:22])[O:15][CH:14]([CH2:3][CH:1]=[CH2:2])[C:13]([OH:12])=[O:24]. The catalyst class is: 571. (9) Reactant: [Cl:1][C:2]1[CH:3]=[CH:4][C:5]([O:15][CH2:16][C:17]2[CH:22]=[CH:21][CH:20]=[C:19]([F:23])[C:18]=2[F:24])=[C:6]([C:8](=O)[CH2:9][CH2:10][C:11](=O)[CH3:12])[CH:7]=1.[CH3:25][O:26][C:27](=[O:36])[C:28]1[CH:33]=[C:32]([OH:34])[CH:31]=[C:30]([NH2:35])[CH:29]=1.CC1C=CC(S(O)(=O)=O)=CC=1. Product: [CH3:25][O:26][C:27](=[O:36])[C:28]1[CH:33]=[C:32]([OH:34])[CH:31]=[C:30]([N:35]2[C:11]([CH3:12])=[CH:10][CH:9]=[C:8]2[C:6]2[CH:7]=[C:2]([Cl:1])[CH:3]=[CH:4][C:5]=2[O:15][CH2:16][C:17]2[CH:22]=[CH:21][CH:20]=[C:19]([F:23])[C:18]=2[F:24])[CH:29]=1. The catalyst class is: 291. (10) Reactant: Cl[C:2]1[CH:7]=[C:6](Cl)[N:5]=[CH:4][N:3]=1.[CH:9]1[C:17]2[C:16]3[CH:18]=[CH:19][CH:20]=[CH:21][C:15]=3[S:14][C:13]=2[C:12]([C:22]2[CH:23]=[C:24](B(O)O)[CH:25]=[CH:26][CH:27]=2)=[CH:11][CH:10]=1.C(=O)([O-])[O-].[Na+].[Na+]. The catalyst class is: 189. Product: [CH:9]1[C:17]2[C:16]3[CH:18]=[CH:19][CH:20]=[CH:21][C:15]=3[S:14][C:13]=2[C:12]([C:22]2[CH:23]=[C:24]([C:2]3[CH:7]=[C:6]([C:24]4[CH:25]=[CH:26][CH:27]=[C:22]([C:12]5[C:13]6[S:14][C:15]7[CH:21]=[CH:20][CH:19]=[CH:18][C:16]=7[C:17]=6[CH:9]=[CH:10][CH:11]=5)[CH:23]=4)[N:5]=[CH:4][N:3]=3)[CH:25]=[CH:26][CH:27]=2)=[CH:11][CH:10]=1.